Dataset: Reaction yield outcomes from USPTO patents with 853,638 reactions. Task: Predict the reaction yield, written as a fraction of the theoretical maximum amount of product (1.0 means a 100% yield; for example, 0.34 means a 34% yield). (1) The reactants are [CH3:1][NH:2][C:3]1[N:8]2[CH:9]=[CH:10][N:11]=[C:7]2[N:6]=[C:5]([C:12]2[CH:17]=[CH:16][C:15]([CH2:18][N:19]3[CH2:22][CH:21]([C:23]4[N:27]=[C:26]([C:28]5[CH:33]=[CH:32][CH:31]=[CH:30][N:29]=5)[NH:25][N:24]=4)[CH2:20]3)=[CH:14][CH:13]=2)[C:4]=1[C:34]1[CH:39]=[CH:38][CH:37]=[CH:36][CH:35]=1.[Br:40]N1C(=O)CCC1=O. The catalyst is C(Cl)(Cl)Cl. The product is [Br:40][C:9]1[N:8]2[C:3]([NH:2][CH3:1])=[C:4]([C:34]3[CH:39]=[CH:38][CH:37]=[CH:36][CH:35]=3)[C:5]([C:12]3[CH:13]=[CH:14][C:15]([CH2:18][N:19]4[CH2:20][CH:21]([C:23]5[N:27]=[C:26]([C:28]6[CH:33]=[CH:32][CH:31]=[CH:30][N:29]=6)[NH:25][N:24]=5)[CH2:22]4)=[CH:16][CH:17]=3)=[N:6][C:7]2=[N:11][CH:10]=1. The yield is 0.247. (2) The reactants are C[O:2][C:3]([C:5]1[CH:10]=[C:9]([Br:11])[C:8](=[O:12])[N:7]([CH3:13])[C:6]=1[NH:14][C:15]1[CH:20]=[CH:19][C:18]([Br:21])=[CH:17][C:16]=1[F:22])=[O:4].COC(C1C=CC(=O)N(C)C=1NC1C=CC(Br)=CC=1F)=O.BrN1C(=O)CCC1=O. The catalyst is CN(C=O)C. The product is [Br:11][C:9]1[C:8](=[O:12])[N:7]([CH3:13])[C:6]([NH:14][C:15]2[CH:20]=[CH:19][C:18]([Br:21])=[CH:17][C:16]=2[F:22])=[C:5]([C:3]([OH:4])=[O:2])[CH:10]=1. The yield is 0.850. (3) The reactants are [CH3:1][O:2][CH2:3][C:4]1[CH:5]=[C:6]([CH:8]=[CH:9][CH:10]=1)[NH2:7].[F:11][C:12]([F:25])([O:16][C:17]1[CH:18]=[C:19]([CH:22]=[CH:23][CH:24]=1)[CH:20]=O)[CH:13]([F:15])[F:14].C(O)(=O)C.[BH-](OC(C)=O)(OC(C)=O)OC(C)=O.[Na+].[F:44][C:45]([F:50])([F:49])[CH:46]1[O:48][CH2:47]1. The catalyst is ClC(Cl)C.C(#N)C.FC(F)(F)S([O-])(=O)=O.[Yb+3].FC(F)(F)S([O-])(=O)=O.FC(F)(F)S([O-])(=O)=O. The product is [CH3:1][O:2][CH2:3][C:4]1[CH:5]=[C:6]([N:7]([CH2:20][C:19]2[CH:22]=[CH:23][CH:24]=[C:17]([O:16][C:12]([F:25])([F:11])[CH:13]([F:15])[F:14])[CH:18]=2)[CH2:47][CH:46]([OH:48])[C:45]([F:50])([F:49])[F:44])[CH:8]=[CH:9][CH:10]=1. The yield is 0.970. (4) The catalyst is O. The product is [C:21]([O:25][C:26]([N:4]1[CH2:5][CH2:6][C@H:2]([OH:1])[C@H:3]1[C:7]([OH:9])=[O:8])=[O:27])([CH3:24])([CH3:23])[CH3:22]. The yield is 0.900. The reactants are [OH:1][C@H:2]1[CH2:6][CH2:5][NH:4][C@@H:3]1[C:7]([OH:9])=[O:8].C(=O)(O)[O-].[Na+].O1CCOCC1.[C:21]([O:25][C:26](O[C:26]([O:25][C:21]([CH3:24])([CH3:23])[CH3:22])=[O:27])=[O:27])([CH3:24])([CH3:23])[CH3:22]. (5) The reactants are [CH3:1][O:2][C:3]1[CH:21]=[C:20]([O:22][CH3:23])[CH:19]=[CH:18][C:4]=1[CH2:5][N:6]1[C:14](=[O:15])[C:13]2[C:8](=[CH:9][CH:10]=[CH:11][C:12]=2[OH:16])[C:7]1=[O:17].Cl.[CH3:25][N:26]([CH3:30])[CH2:27][CH2:28]Cl.C(=O)([O-])[O-].[K+].[K+]. The catalyst is CN(C=O)C. The product is [CH3:1][O:2][C:3]1[CH:21]=[C:20]([O:22][CH3:23])[CH:19]=[CH:18][C:4]=1[CH2:5][N:6]1[C:14](=[O:15])[C:13]2[C:8](=[CH:9][CH:10]=[CH:11][C:12]=2[O:16][CH2:28][CH2:27][N:26]([CH3:30])[CH3:25])[C:7]1=[O:17]. The yield is 0.610.